Predict which catalyst facilitates the given reaction. From a dataset of Catalyst prediction with 721,799 reactions and 888 catalyst types from USPTO. (1) Reactant: [C:1]([CH:3]([CH:7]1[C:11]([Cl:12])=[C:10](Cl)C(=O)O1)[C:4]([NH2:6])=[O:5])#[N:2].[N:15]1[CH:20]=[CH:19][CH:18]=[CH:17][C:16]=1[CH:21]([NH2:23])[CH3:22].C(=O)([O-])[O-].[K+].[K+]. Product: [ClH:12].[ClH:12].[Cl:12][C:11]1[CH:7]=[C:3]([C:4]([NH2:6])=[O:5])[C:1](=[NH:2])[N:23]([CH:21]([C:16]2[CH:17]=[CH:18][CH:19]=[CH:20][N:15]=2)[CH3:22])[CH:10]=1. The catalyst class is: 8. (2) Reactant: C(OC([NH:8][C@@H:9]1[CH2:14][CH2:13][CH2:12][N:11]([C:15]2[N:38]([CH2:39][C:40]3[CH:45]=[CH:44][CH:43]=[CH:42][C:41]=3[Cl:46])[C:18]3[C:19](=[O:37])[N:20]([CH3:36])[C:21]4[CH:22]=[C:23]([C:29]([O:31]C(C)(C)C)=[O:30])[CH:24]=[C:25]([O:27][CH3:28])[C:26]=4[C:17]=3[N:16]=2)[CH2:10]1)=O)(C)(C)C.Cl. Product: [ClH:46].[NH2:8][C@@H:9]1[CH2:14][CH2:13][CH2:12][N:11]([C:15]2[N:38]([CH2:39][C:40]3[CH:45]=[CH:44][CH:43]=[CH:42][C:41]=3[Cl:46])[C:18]3[C:19](=[O:37])[N:20]([CH3:36])[C:21]4[CH:22]=[C:23]([C:29]([OH:31])=[O:30])[CH:24]=[C:25]([O:27][CH3:28])[C:26]=4[C:17]=3[N:16]=2)[CH2:10]1. The catalyst class is: 89. (3) Reactant: Br[CH2:2][C:3]([O:5][CH2:6][CH3:7])=[O:4].[CH3:8][O:9][C:10]1[CH:15]=[C:14]([O:16][CH3:17])[CH:13]=[CH:12][C:11]=1[NH:18][C:19](=[O:37])[N:20]([CH2:30][CH2:31][CH2:32][CH2:33][CH2:34][CH2:35][CH3:36])[CH2:21][CH2:22][C:23]1[CH:28]=[CH:27][CH:26]=[C:25]([OH:29])[CH:24]=1.C(=O)([O-])[O-].[K+].[K+].CN(C)C=O. Product: [CH2:6]([O:5][C:3](=[O:4])[CH2:2][O:29][C:25]1[CH:26]=[CH:27][CH:28]=[C:23]([CH2:22][CH2:21][N:20]([CH2:30][CH2:31][CH2:32][CH2:33][CH2:34][CH2:35][CH3:36])[C:19]([NH:18][C:11]2[CH:12]=[CH:13][C:14]([O:16][CH3:17])=[CH:15][C:10]=2[O:9][CH3:8])=[O:37])[CH:24]=1)[CH3:7]. The catalyst class is: 6. (4) Reactant: Cl[C:2]1[N:3]=[CH:4][C:5]2[CH:6]=[CH:7][C:8]3[C:17]4[C:16](=[O:18])[NH:15][CH2:14][C:13]=4[NH:12][C:9]=3[C:10]=2[CH:11]=1.[CH3:19][O:20][C:21]1[CH:26]=[CH:25][C:24](B(O)O)=[CH:23][CH:22]=1.C([O-])([O-])=O.[K+].[K+]. Product: [CH3:19][O:20][C:21]1[CH:26]=[CH:25][C:24]([C:2]2[N:3]=[CH:4][C:5]3[CH:6]=[CH:7][C:8]4[C:17]5[C:16](=[O:18])[NH:15][CH2:14][C:13]=5[NH:12][C:9]=4[C:10]=3[CH:11]=2)=[CH:23][CH:22]=1. The catalyst class is: 710. (5) Reactant: [C:1]([O:5][C:6]([NH:8][C@H:9]([C:21]([OH:23])=O)[C:10]([CH3:20])([CH3:19])[C:11]1[CH:16]=[CH:15][C:14]([O:17][CH3:18])=[CH:13][CH:12]=1)=[O:7])([CH3:4])([CH3:3])[CH3:2].F[P-](F)(F)(F)(F)F.N1(O[P+](N2CCCC2)(N2CCCC2)N2CCCC2)C2C=CC=CC=2N=N1.C(N(C(C)C)CC)(C)C.Cl.[CH3:67]/[C:68](=[CH:74]\[C@@H:75]([NH:79][CH3:80])[CH:76]([CH3:78])[CH3:77])/[C:69]([O:71][CH2:72][CH3:73])=[O:70]. Product: [C:1]([O:5][C:6]([NH:8][C@H:9]([C:21]([N:79]([CH3:80])[C@H:75]([CH:76]([CH3:78])[CH3:77])/[CH:74]=[C:68](\[CH3:67])/[C:69]([O:71][CH2:72][CH3:73])=[O:70])=[O:23])[C:10]([CH3:20])([CH3:19])[C:11]1[CH:12]=[CH:13][C:14]([O:17][CH3:18])=[CH:15][CH:16]=1)=[O:7])([CH3:2])([CH3:3])[CH3:4]. The catalyst class is: 96.